Dataset: Catalyst prediction with 721,799 reactions and 888 catalyst types from USPTO. Task: Predict which catalyst facilitates the given reaction. (1) Reactant: [CH:1]([C:3]([CH:5]=[CH2:6])=[O:4])=[CH2:2].[NH2:7][C@H:8]1[CH2:39][CH2:38][C:11]2[N:12]=[C:13]([NH:15][C:16](=[O:37])[C:17]3[CH:22]=[CH:21][CH:20]=[C:19]([CH2:23][N:24]4[CH:28]=[C:27]([C:29]5[CH:34]=[CH:33][C:32]([C:35]#[N:36])=[CH:31][CH:30]=5)[CH:26]=[N:25]4)[CH:18]=3)[S:14][C:10]=2[CH2:9]1. Product: [C:35]([C:32]1[CH:31]=[CH:30][C:29]([C:27]2[CH:26]=[N:25][N:24]([CH2:23][C:19]3[CH:18]=[C:17]([CH:22]=[CH:21][CH:20]=3)[C:16]([NH:15][C:13]3[S:14][C:10]4[CH2:9][C@@H:8]([N:7]5[CH2:6][CH2:5][C:3](=[O:4])[CH2:1][CH2:2]5)[CH2:39][CH2:38][C:11]=4[N:12]=3)=[O:37])[CH:28]=2)=[CH:34][CH:33]=1)#[N:36]. The catalyst class is: 61. (2) Reactant: COC[O:4][C:5]1[CH:14]=[C:13]2[C:8]([CH:9]=[C:10]([CH:17]=[O:18])[C:11]([CH3:16])([CH3:15])[O:12]2)=[CH:7][CH:6]=1.[C@]12(CS(O)(=O)=O)C(C)(C)C(CC1)CC2=O. Product: [OH:4][C:5]1[CH:14]=[C:13]2[C:8]([CH:9]=[C:10]([CH:17]=[O:18])[C:11]([CH3:15])([CH3:16])[O:12]2)=[CH:7][CH:6]=1. The catalyst class is: 14. (3) Reactant: [NH2:1][N:2]1[CH:6]=[CH:5][CH:4]=[C:3]1[C:7]#[N:8].[OH-:9].[K+].OO. Product: [NH2:1][N:2]1[CH:6]=[CH:5][CH:4]=[C:3]1[C:7]([NH2:8])=[O:9]. The catalyst class is: 6. (4) Reactant: [H-].[Na+].[Br:3][C:4]1[CH:5]=[C:6]2[NH:12][CH:11]=[CH:10][C:7]2=[N:8][CH:9]=1.I[CH3:14]. Product: [Br:3][C:4]1[CH:5]=[C:6]2[N:12]([CH3:14])[CH:11]=[CH:10][C:7]2=[N:8][CH:9]=1. The catalyst class is: 31.